This data is from Reaction yield outcomes from USPTO patents with 853,638 reactions. The task is: Predict the reaction yield, written as a fraction of the theoretical maximum amount of product (1.0 means a 100% yield; for example, 0.34 means a 34% yield). (1) The catalyst is C(OCC)(=O)C.[Pd]. The yield is 0.270. The product is [NH2:11][C:8]1[CH:9]=[CH:10][C:5]([C:1]([CH3:4])([CH3:3])[CH3:2])=[C:6]([NH:14][C:15](=[O:23])[CH2:16][N:17]2[CH2:18][CH2:19][O:20][CH2:21][CH2:22]2)[CH:7]=1. The reactants are [C:1]([C:5]1[CH:10]=[CH:9][C:8]([N+:11]([O-])=O)=[CH:7][C:6]=1[NH:14][C:15](=[O:23])[CH2:16][N:17]1[CH2:22][CH2:21][O:20][CH2:19][CH2:18]1)([CH3:4])([CH3:3])[CH3:2]. (2) The reactants are [CH3:1][C:2]1[CH:11]=[CH:10][CH:9]=[C:8]2[C:3]=1[C:4](=[O:15])[C:5]([C:12]([OH:14])=O)=[CH:6][NH:7]2.[CH:16]12[N:22]([C:23]3[N:28]=[CH:27][C:26]([NH2:29])=[C:25]([CH3:30])[CH:24]=3)[CH:19]([CH2:20][CH2:21]1)[CH2:18][CH2:17]2.N1C=CC=CC=1. The catalyst is CC1CCCO1.C(OCC)(=O)C. The product is [CH:16]12[N:22]([C:23]3[N:28]=[CH:27][C:26]([NH:29][C:12]([C:5]4[C:4](=[O:15])[C:3]5[C:8](=[CH:9][CH:10]=[CH:11][C:2]=5[CH3:1])[NH:7][CH:6]=4)=[O:14])=[C:25]([CH3:30])[CH:24]=3)[CH:19]([CH2:20][CH2:21]1)[CH2:18][CH2:17]2. The yield is 0.260.